The task is: Predict the reactants needed to synthesize the given product.. This data is from Full USPTO retrosynthesis dataset with 1.9M reactions from patents (1976-2016). Given the product [CH:66]1[C:74]2[NH:73][C:72]3[C:71](=[CH:70][CH:69]=[CH:68][CH:67]=3)[C:62]=2[C:63]([O:75][CH2:76][CH:77]([OH:104])[CH2:78][NH:79][CH:80]2[CH2:85][CH2:84][N:83]([C:86](=[O:103])[CH2:87][O:88][C:89]3[CH:94]=[CH:93][C:92]([C:95]4[CH2:96][CH2:97][C:98](=[O:101])[NH:99][N:100]=4)=[CH:91][C:90]=3[Cl:102])[CH2:82][CH2:81]2)=[CH:64][CH:65]=1, predict the reactants needed to synthesize it. The reactants are: C(OC(N1CCC(NCC(O)COC2C3C4C(=CC=CC=4)NC=3C=CC=2)CC1)=O)(C)(C)C.Cl.O1CCOCC1.Cl.CN(C)CCCN=C=NCC.N1C2C(=NC=CC=2)N(O)N=1.[CH:62]1[C:74]2[NH:73][C:72]3[C:67](=[CH:68][CH:69]=[CH:70][CH:71]=3)[C:66]=2[CH:65]=[CH:64][C:63]=1[O:75][CH2:76][C@@H:77]([OH:104])[CH2:78][NH:79][CH:80]1[CH2:85][CH2:84][N:83]([C:86](=[O:103])[CH2:87][O:88][C:89]2[CH:94]=[CH:93][C:92]([C:95]3[CH2:96][CH2:97][C:98](=[O:101])[NH:99][N:100]=3)=[CH:91][C:90]=2[Cl:102])[CH2:82][CH2:81]1.[OH-].[Na+].